From a dataset of Full USPTO retrosynthesis dataset with 1.9M reactions from patents (1976-2016). Predict the reactants needed to synthesize the given product. (1) Given the product [O:37]1[CH:38]=[CH:39][CH:40]([C:3]2[C:4]([O:9][C:10]3[CH:15]=[CH:14][C:13]([NH:16][C:17]4[CH:22]=[CH:21][CH:20]=[CH:19][N:18]=4)=[CH:12][CH:11]=3)=[N:5][CH:6]=[CH:7][CH:8]=2)[CH2:41]1, predict the reactants needed to synthesize it. The reactants are: Cl.Br[C:3]1[C:4]([O:9][C:10]2[CH:15]=[CH:14][C:13]([NH:16][C:17]3[CH:22]=[CH:21][CH:20]=[CH:19][N:18]=3)=[CH:12][CH:11]=2)=[N:5][CH:6]=[CH:7][CH:8]=1.C1(N(C)C2CCCCC2)CCCCC1.[O:37]1[CH2:41][CH:40]=[CH:39][CH2:38]1. (2) The reactants are: I[C:2]1[CH:3]=[C:4]2[C:8](=[CH:9][CH:10]=1)[N:7]([CH:11]1[CH2:16][CH2:15][CH2:14][CH2:13][O:12]1)[N:6]=[C:5]2[CH2:17][N:18]([CH3:30])[CH2:19][CH2:20][N:21]([CH3:29])[C:22](=[O:28])[O:23][C:24]([CH3:27])([CH3:26])[CH3:25].[Cl:31][C:32]1[CH:33]=[C:34]([OH:38])[CH:35]=[CH:36][CH:37]=1.C(=O)([O-])[O-].[K+].[K+].CN(C=O)C. Given the product [Cl:31][C:32]1[CH:33]=[C:34]([CH:35]=[CH:36][CH:37]=1)[O:38][C:2]1[CH:3]=[C:4]2[C:8](=[CH:9][CH:10]=1)[N:7]([CH:11]1[CH2:16][CH2:15][CH2:14][CH2:13][O:12]1)[N:6]=[C:5]2[CH2:17][N:18]([CH3:30])[CH2:19][CH2:20][N:21]([CH3:29])[C:22](=[O:28])[O:23][C:24]([CH3:27])([CH3:26])[CH3:25], predict the reactants needed to synthesize it. (3) Given the product [F:1][C:2]1[CH:7]=[CH:6][C:5]([C:8]2[S:12][CH:11]([C:13]3[CH:18]=[CH:17][CH:16]=[C:15]([O:19][CH3:20])[C:14]=3[O:21][CH2:67][C:68]([NH2:70])=[O:69])[N:10]([C:32](=[O:33])[C:34]3[C:35]([F:42])=[CH:36][C:37]([F:41])=[CH:38][C:39]=3[F:40])[N:9]=2)=[CH:4][CH:3]=1, predict the reactants needed to synthesize it. The reactants are: [F:1][C:2]1[CH:7]=[CH:6][C:5]([C:8]2[S:12][CH:11]([C:13]3[CH:18]=[CH:17][CH:16]=[C:15]([O:19][CH3:20])[C:14]=3[O:21][Si](C(C)C)(C(C)C)C(C)C)[N:10]([C:32]([C:34]3[C:39]([F:40])=[CH:38][C:37]([F:41])=[CH:36][C:35]=3[F:42])=[O:33])[N:9]=2)=[CH:4][CH:3]=1.[F-].C([N+](CCCC)(CCCC)CCCC)CCC.O1CCCC1.Br[CH2:67][C:68]([NH2:70])=[O:69]. (4) Given the product [CH3:1][O:2][C:3](=[O:15])[C:4]1[C:9]([C:10]([F:13])([F:12])[F:11])=[CH:8][C:7]([NH:29][CH:26]2[CH2:25][CH2:24][N:23]([C:21]([O:20][C:16]([CH3:19])([CH3:18])[CH3:17])=[O:22])[CH2:28][CH2:27]2)=[N:6][CH:5]=1, predict the reactants needed to synthesize it. The reactants are: [CH3:1][O:2][C:3](=[O:15])[C:4]1[C:9]([C:10]([F:13])([F:12])[F:11])=[CH:8][C:7](Cl)=[N:6][CH:5]=1.[C:16]([O:20][C:21]([N:23]1[CH2:28][CH2:27][CH:26]([NH2:29])[CH2:25][CH2:24]1)=[O:22])([CH3:19])([CH3:18])[CH3:17].[OH-].[Na+]. (5) The reactants are: [CH3:1][C:2]1[N:3]=[C:4]([C:21](O)=[O:22])[S:5][C:6]=1[CH2:7][C:8]1[CH:13]=[CH:12][CH:11]=[C:10]([N:14]2[CH2:19][CH2:18][N:17]([CH3:20])[CH2:16][CH2:15]2)[CH:9]=1.CCN=C=NCCCN(C)C.Cl.C1C=CC2N(O)N=NC=2C=1.O[NH:47][C:48](=[NH:60])[C:49]1[CH:54]=[CH:53][C:52]([O:55][C:56]([F:59])([F:58])[F:57])=[CH:51][CH:50]=1. Given the product [CH3:1][C:2]1[N:3]=[C:4]([C:21]2[O:22][N:60]=[C:48]([C:49]3[CH:50]=[CH:51][C:52]([O:55][C:56]([F:57])([F:58])[F:59])=[CH:53][CH:54]=3)[N:47]=2)[S:5][C:6]=1[CH2:7][C:8]1[CH:13]=[CH:12][CH:11]=[C:10]([N:14]2[CH2:15][CH2:16][N:17]([CH3:20])[CH2:18][CH2:19]2)[CH:9]=1, predict the reactants needed to synthesize it. (6) Given the product [CH2:1]([O:3][C:4]1[CH:5]=[C:6]2[C:15](=[CH:16][C:17]=1[O:18][CH3:19])[C:14]([C:20]1[CH:28]=[CH:27][C:23]([C:24]([N:43]([CH:47]([CH3:46])[CH3:48])[CH:34]([CH3:35])[CH3:61])=[O:26])=[CH:22][CH:21]=1)=[N:13][C@H:12]1[C@@H:7]2[CH2:8][O:9][CH2:10][CH2:11]1)[CH3:2], predict the reactants needed to synthesize it. The reactants are: [CH2:1]([O:3][C:4]1[CH:5]=[C:6]2[C:15](=[CH:16][C:17]=1[O:18][CH3:19])[C:14]([C:20]1[CH:28]=[CH:27][C:23]([C:24]([OH:26])=O)=[CH:22][CH:21]=1)=[N:13][C@H:12]1[C@@H:7]2[CH2:8][O:9][CH2:10][CH2:11]1)[CH3:2].C(N([CH2:34][CH3:35])CC)C.F[P-](F)(F)(F)(F)F.[N:43]1(OC(N(C)C)=[N+](C)C)[C:47]2[CH:48]=CC=C[C:46]=2N=N1.N1CCOC[CH2:61]1.